This data is from Catalyst prediction with 721,799 reactions and 888 catalyst types from USPTO. The task is: Predict which catalyst facilitates the given reaction. (1) Reactant: C([O:3][C:4](=[O:26])[C:5]1[CH:17]=[C:16]([C:18]([N:20]2[CH2:24][CH2:23][CH2:22][CH:21]2[CH3:25])=[O:19])[CH:15]=[C:7]([C:8]([N:10]([CH3:14])[CH2:11][CH2:12][CH3:13])=[O:9])[CH:6]=1)C.[OH-].[Li+].C1COCC1. Product: [CH3:14][N:10]([CH2:11][CH2:12][CH3:13])[C:8](=[O:9])[C:7]1[CH:6]=[C:5]([CH:17]=[C:16]([C:18]([N:20]2[CH2:24][CH2:23][CH2:22][CH:21]2[CH3:25])=[O:19])[CH:15]=1)[C:4]([OH:26])=[O:3]. The catalyst class is: 6. (2) Reactant: [Cl:1][C:2]1[CH:3]=[C:4]([CH:18]=[CH:19][C:20]=1[Cl:21])[CH2:5][C:6]1[CH:7]=[N:8][C:9]2[N:10]([N:12]=[CH:13][C:14]=2[C:15]([OH:17])=O)[CH:11]=1.CN(C(ON1N=NC2C=CC=CC1=2)=[N+](C)C)C.[B-](F)(F)(F)F.C(N(CC)CC)C.[NH2:51][CH2:52][CH2:53][NH:54][C:55]([C:57]1[CH:62]=[CH:61][N:60]=[CH:59][CH:58]=1)=[O:56]. Product: [Cl:1][C:2]1[CH:3]=[C:4]([CH:18]=[CH:19][C:20]=1[Cl:21])[CH2:5][C:6]1[CH:7]=[N:8][C:9]2[N:10]([N:12]=[CH:13][C:14]=2[C:15]([NH:51][CH2:52][CH2:53][NH:54][C:55](=[O:56])[C:57]2[CH:58]=[CH:59][N:60]=[CH:61][CH:62]=2)=[O:17])[CH:11]=1. The catalyst class is: 3. (3) Reactant: [Si]([O:8][C@@H:9]1[C@@H:13]([CH2:14][OH:15])[CH2:12][C@@H:11]([NH:16][C:17]2[C:22]([C:23]([C:25]3[S:26][C:27]([CH2:30][C:31]4[CH:36]=[CH:35][CH:34]=[C:33]([Cl:37])[CH:32]=4)=[CH:28][CH:29]=3)=[O:24])=[CH:21][N:20]=[CH:19][N:18]=2)[C@H:10]1[F:38])(C(C)(C)C)(C)C.Cl[S:40]([NH2:43])(=[O:42])=[O:41].C(N(CC)CC)C.Cl. Product: [S:40](=[O:42])(=[O:41])([O:15][CH2:14][C@H:13]1[CH2:12][C@@H:11]([NH:16][C:17]2[C:22]([C:23]([C:25]3[S:26][C:27]([CH2:30][C:31]4[CH:36]=[CH:35][CH:34]=[C:33]([Cl:37])[CH:32]=4)=[CH:28][CH:29]=3)=[O:24])=[CH:21][N:20]=[CH:19][N:18]=2)[C@@H:10]([F:38])[C@@H:9]1[OH:8])[NH2:43]. The catalyst class is: 3. (4) Reactant: CO[C:3]([C:5]1[C:14]([OH:15])=[C:13]2[C:8]([CH:9]=[CH:10][C:11](=[O:23])[N:12]2[CH2:16][C:17]2[CH:22]=[CH:21][CH:20]=[CH:19][CH:18]=2)=[CH:7][N:6]=1)=[O:4].[NH2:24][CH2:25][CH2:26][NH:27][C:28](=[O:30])[CH3:29].CC(O)=O.O. Product: [C:28]([NH:27][CH2:26][CH2:25][NH:24][C:3]([C:5]1[C:14]([OH:15])=[C:13]2[C:8]([CH:9]=[CH:10][C:11](=[O:23])[N:12]2[CH2:16][C:17]2[CH:18]=[CH:19][CH:20]=[CH:21][CH:22]=2)=[CH:7][N:6]=1)=[O:4])(=[O:30])[CH3:29]. The catalyst class is: 351. (5) The catalyst class is: 92. Reactant: [C:1]([O:5][C:6]([NH:8][C@@H:9]([C@H:13]([OH:22])[C:14]1[CH:19]=[CH:18][C:17]([O:20][CH3:21])=[CH:16][CH:15]=1)[C:10]([O-:12])=[O:11])=[O:7])([CH3:4])([CH3:3])[CH3:2].O[Li].O.CCOC(C)=O.O. Product: [C:1]([O:5][C:6]([NH:8][C@@H:9]([C@H:13]([OH:22])[C:14]1[CH:19]=[CH:18][C:17]([O:20][CH3:21])=[CH:16][CH:15]=1)[C:10]([OH:12])=[O:11])=[O:7])([CH3:4])([CH3:3])[CH3:2]. (6) Reactant: [C:1]1(=O)[CH2:6][CH2:5][CH2:4][CH2:3][CH2:2]1.[CH3:8][C:9]1[N:10]=[C:11]([CH2:14][C:15]#[N:16])[S:12][CH:13]=1. Product: [C:1]1(=[C:14]([C:11]2[S:12][CH:13]=[C:9]([CH3:8])[N:10]=2)[C:15]#[N:16])[CH2:6][CH2:5][CH2:4][CH2:3][CH2:2]1. The catalyst class is: 11.